Dataset: Forward reaction prediction with 1.9M reactions from USPTO patents (1976-2016). Task: Predict the product of the given reaction. Given the reactants [Cl:1][C:2]1[C:7]([NH:8][C:9]2[C:18]3[C:13](=[CH:14][C:15]([OH:26])=[CH:16][C:17]=3[O:19][CH:20]3[CH2:25][CH2:24][NH:23][CH2:22][CH2:21]3)[N:12]=[CH:11][N:10]=2)=[C:6]2[O:27][CH2:28][O:29][C:5]2=[CH:4][CH:3]=1.[C:30](OC([O-])=O)([O:32][C:33]([CH3:36])([CH3:35])[CH3:34])=[O:31], predict the reaction product. The product is: [C:33]([O:32][C:30]([N:23]1[CH2:22][CH2:21][CH:20]([O:19][C:17]2[CH:16]=[C:15]([OH:26])[CH:14]=[C:13]3[C:18]=2[C:9]([NH:8][C:7]2[C:2]([Cl:1])=[CH:3][CH:4]=[C:5]4[O:29][CH2:28][O:27][C:6]=24)=[N:10][CH:11]=[N:12]3)[CH2:25][CH2:24]1)=[O:31])([CH3:36])([CH3:35])[CH3:34].